Task: Predict the product of the given reaction.. Dataset: Forward reaction prediction with 1.9M reactions from USPTO patents (1976-2016) (1) Given the reactants [N+:1]([C:4]1[CH:12]=[CH:11][C:7]([C:8]([OH:10])=O)=[CH:6][CH:5]=1)([O-:3])=[O:2].[CH3:13][N:14]([CH:16]=O)[CH3:15].C1C=CC2N(O)N=NC=2C=1.C[CH2:29][N:30]=[C:31]=NCCCN(C)C.Cl, predict the reaction product. The product is: [CH3:13][N:14]1[CH2:16][CH2:31][N:30]([C:8]([C:7]2[CH:6]=[CH:5][C:4]([N+:1]([O-:3])=[O:2])=[CH:12][CH:11]=2)=[O:10])[CH2:29][CH2:15]1. (2) Given the reactants [Na].[BH4-].[Cl:3]C(C)C(O)=O.[CH:9]1[CH:14]=CC=C[CH:10]=1.[CH3:15][O:16][C:17]([C:19]1[CH:20]=[C:21]([CH3:38])[C:22]2[O:28][C:27]3[C:29]([Cl:34])=[CH:30][C:31]([NH2:33])=[CH:32][C:26]=3[CH2:25][S:24](=[O:36])(=[O:35])[C:23]=2[CH:37]=1)=[O:18], predict the reaction product. The product is: [CH3:15][O:16][C:17]([C:19]1[CH:20]=[C:21]([CH3:38])[C:22]2[O:28][C:27]3[C:29]([Cl:34])=[CH:30][C:31]([NH:33][CH2:10][CH2:9][CH2:14][Cl:3])=[CH:32][C:26]=3[CH2:25][S:24](=[O:36])(=[O:35])[C:23]=2[CH:37]=1)=[O:18]. (3) Given the reactants [Cl:1][C:2]1[C:3]([CH3:25])=[C:4]([CH:9]=[C:10]([Cl:24])[C:11]=1[O:12][C:13]1[CH:18]=[C:17]([CH:19]([CH3:21])[CH3:20])[C:16]([OH:22])=[C:15]([CH3:23])[CH:14]=1)[C:5]([O:7]C)=[O:6].O[Li].O, predict the reaction product. The product is: [Cl:1][C:2]1[C:3]([CH3:25])=[C:4]([CH:9]=[C:10]([Cl:24])[C:11]=1[O:12][C:13]1[CH:18]=[C:17]([CH:19]([CH3:21])[CH3:20])[C:16]([OH:22])=[C:15]([CH3:23])[CH:14]=1)[C:5]([OH:7])=[O:6]. (4) Given the reactants [NH:1]1[C:9]2[C:4](=[CH:5][CH:6]=[CH:7][CH:8]=2)[C:3]([CH2:10][CH:11]([NH:13][S:14]([C:17]2[C:22]([CH3:23])=[CH:21][C:20]([CH3:24])=[CH:19][C:18]=2[CH3:25])(=[O:16])=[O:15])[CH3:12])=[CH:2]1.[C:26](O[C:26]([O:28][C:29]([CH3:32])([CH3:31])[CH3:30])=[O:27])([O:28][C:29]([CH3:32])([CH3:31])[CH3:30])=[O:27], predict the reaction product. The product is: [C:29]([O:28][C:26]([N:1]1[C:9]2[C:4](=[CH:5][CH:6]=[CH:7][CH:8]=2)[C:3]([CH2:10][CH:11]([NH:13][S:14]([C:17]2[C:18]([CH3:25])=[CH:19][C:20]([CH3:24])=[CH:21][C:22]=2[CH3:23])(=[O:15])=[O:16])[CH3:12])=[CH:2]1)=[O:27])([CH3:32])([CH3:31])[CH3:30]. (5) Given the reactants [Cl:1][C:2]1[CH:7]=[C:6]([C:8]([F:11])([F:10])[F:9])[CH:5]=[C:4]([Cl:12])[C:3]=1[NH:13][NH2:14].[OH:15][C:16]1[CH:23]=[CH:22][C:19]([CH:20]=O)=[CH:18][CH:17]=1, predict the reaction product. The product is: [Cl:1][C:2]1[CH:7]=[C:6]([C:8]([F:9])([F:11])[F:10])[CH:5]=[C:4]([Cl:12])[C:3]=1[NH:13][N:14]=[CH:20][C:19]1[CH:22]=[CH:23][C:16]([OH:15])=[CH:17][CH:18]=1.